Task: Predict the reactants needed to synthesize the given product.. Dataset: Full USPTO retrosynthesis dataset with 1.9M reactions from patents (1976-2016) (1) Given the product [NH2:11][C:3]1[CH:4]=[C:5]2[C:9]([CH2:8][CH2:7][CH2:6]2)=[CH:10][C:2]=1[C:13]#[N:14], predict the reactants needed to synthesize it. The reactants are: I[C:2]1[CH:10]=[C:9]2[C:5]([CH2:6][CH2:7][CH2:8]2)=[CH:4][C:3]=1[NH2:11].[Cu][C:13]#[N:14].[NH4+].[OH-].C(Cl)Cl. (2) Given the product [C:1]([O:5][C:6]([N:8]1[CH2:13][CH2:12][CH:11]([O:14][C:15]2[C:16]([B:26]3[O:30][C:29]([CH3:32])([CH3:31])[C:28]([CH3:34])([CH3:33])[O:27]3)=[C:17]3[C:22](=[CH:23][CH:24]=2)[CH:21]=[N:20][CH:19]=[CH:18]3)[CH2:10][CH2:9]1)=[O:7])([CH3:4])([CH3:3])[CH3:2], predict the reactants needed to synthesize it. The reactants are: [C:1]([O:5][C:6]([N:8]1[CH2:13][CH2:12][CH:11]([O:14][C:15]2[C:16](Br)=[C:17]3[C:22](=[CH:23][CH:24]=2)[CH:21]=[N:20][CH:19]=[CH:18]3)[CH2:10][CH2:9]1)=[O:7])([CH3:4])([CH3:3])[CH3:2].[B:26]1([B:26]2[O:30][C:29]([CH3:32])([CH3:31])[C:28]([CH3:34])([CH3:33])[O:27]2)[O:30][C:29]([CH3:32])([CH3:31])[C:28]([CH3:34])([CH3:33])[O:27]1.C([O-])([O-])=O.[K+].[K+]. (3) Given the product [Cl:1][C:2]1[N:3]=[CH:4][N:5]([C:7]2[CH:12]=[CH:11][C:10]([NH:13][C:14]3[N:15]=[C:16]([N:29]4[CH2:37][CH2:36][C:31](=[O:32])[CH2:30]4)[C:17]4[CH2:22][CH2:21][CH:20]([C:23]5[CH:28]=[CH:27][CH:26]=[CH:25][CH:24]=5)[C:18]=4[N:19]=3)=[CH:9][C:8]=2[O:38][CH3:39])[CH:6]=1, predict the reactants needed to synthesize it. The reactants are: [Cl:1][C:2]1[N:3]=[CH:4][N:5]([C:7]2[CH:12]=[CH:11][C:10]([NH:13][C:14]3[N:15]=[C:16]([N:29]4[CH2:37][CH2:36][C:31]5(OCC[O:32]5)[CH2:30]4)[C:17]4[CH2:22][CH2:21][CH:20]([C:23]5[CH:28]=[CH:27][CH:26]=[CH:25][CH:24]=5)[C:18]=4[N:19]=3)=[CH:9][C:8]=2[O:38][CH3:39])[CH:6]=1.Cl.CC(C)=O. (4) Given the product [F:11][C:10]([F:13])([F:12])[C:7]1[CH:8]=[CH:9][C:4]([C:3]2[CH:19]=[C:18]([CH2:17][CH2:16][CH2:15][OH:20])[O:1][N:2]=2)=[CH:5][CH:6]=1, predict the reactants needed to synthesize it. The reactants are: [OH:1][N:2]=[C:3](Cl)[C:4]1[CH:9]=[CH:8][C:7]([C:10]([F:13])([F:12])[F:11])=[CH:6][CH:5]=1.[CH2:15]([OH:20])[CH2:16][CH2:17][C:18]#[CH:19].C(N(CC)CC)C.Cl. (5) Given the product [CH3:13][C:14]([CH3:20])([CH3:19])[CH2:15][C:16]([N:9]1[CH2:10][CH2:11][O:12][CH:7]([C:1]2[CH:2]=[CH:3][CH:4]=[CH:5][CH:6]=2)[CH2:8]1)=[O:17], predict the reactants needed to synthesize it. The reactants are: [C:1]1([CH:7]2[O:12][CH2:11][CH2:10][NH:9][CH2:8]2)[CH:6]=[CH:5][CH:4]=[CH:3][CH:2]=1.[CH3:13][C:14]([CH3:20])([CH3:19])[CH2:15][C:16](Cl)=[O:17].C(N(CC)CC)C. (6) Given the product [CH3:1][O:2][C:3]1[CH:4]=[C:5]([CH:6]=[CH:17][C:18](=[O:19])[CH3:20])[CH:8]=[CH:9][C:10]=1[O:11][CH3:12], predict the reactants needed to synthesize it. The reactants are: [CH3:1][O:2][C:3]1[CH:4]=[C:5]([CH:8]=[CH:9][C:10]=1[O:11][CH3:12])[CH:6]=O.O.[OH-].[Na+].Cl.[CH3:17][C:18]([CH3:20])=[O:19]. (7) The reactants are: [CH3:1][C:2]1[CH:11]=[CH:10][C:9]2[C:8](=[O:12])[CH2:7][CH:6]([CH3:13])[CH2:5][C:4]=2[N:3]=1.[Br:14]Br. Given the product [Br:14][CH:7]1[CH:6]([CH3:13])[CH2:5][C:4]2[N:3]=[C:2]([CH3:1])[CH:11]=[CH:10][C:9]=2[C:8]1=[O:12], predict the reactants needed to synthesize it.